From a dataset of Catalyst prediction with 721,799 reactions and 888 catalyst types from USPTO. Predict which catalyst facilitates the given reaction. (1) Reactant: [OH:1][C:2]([C:5]1[CH:10]=[CH:9][C:8]([C:11](=[O:13])[CH3:12])=[CH:7][CH:6]=1)([CH3:4])[CH3:3].[Br-:14].[Br-].[Br-].[NH+]1C=CC=CC=1.[NH+]1C=CC=CC=1.[NH+]1C=CC=CC=1. Product: [Br:14][CH2:12][C:11]([C:8]1[CH:7]=[CH:6][C:5]([C:2]([OH:1])([CH3:4])[CH3:3])=[CH:10][CH:9]=1)=[O:13]. The catalyst class is: 15. (2) The catalyst class is: 1. Product: [CH:4]([OH:29])=[O:3].[CH3:28][N:7]([CH2:8][C:9]1[C:13]2[CH:14]=[CH:15][C:16]([O:18][C:19]3[S:20][C:21]4[C:22]([N:27]=3)=[N:23][CH:24]=[CH:25][CH:26]=4)=[CH:17][C:12]=2[O:11][CH:10]=1)[CH2:6][CH2:5][C:4]([OH:29])=[O:3]. Reactant: C([O:3][C:4](=[O:29])[CH2:5][CH2:6][N:7]([CH3:28])[CH2:8][C:9]1[C:13]2[CH:14]=[CH:15][C:16]([O:18][C:19]3[S:20][C:21]4[C:22]([N:27]=3)=[N:23][CH:24]=[CH:25][CH:26]=4)=[CH:17][C:12]=2[O:11][CH:10]=1)C.[Li+].[OH-]. (3) Reactant: [C:1]12(C)[C:8](C)(C)[CH:5]([CH2:6][CH2:7]1)[CH2:4][C:2]2=[O:3].[C:12](OCC)(=[O:18])[C:13]([O:15][CH2:16][CH3:17])=[O:14].[H-].[Na+].CCOC(C)=O. Product: [OH:18][C:12](=[C:4]1[C:2](=[O:3])[CH:1]2[CH2:8][CH:5]1[CH2:6][CH2:7]2)[C:13]([O:15][CH2:16][CH3:17])=[O:14]. The catalyst class is: 1. (4) Reactant: CN(C)C=O.[H-].[Na+].[Cl:8][C:9]1[CH:14]=[C:13]([O:15][C:16]2[C:25]3[C:20](=[CH:21][C:22]([O:28][CH3:29])=[C:23]([O:26][CH3:27])[CH:24]=3)[N:19]=[CH:18][N:17]=2)[CH:12]=[CH:11][C:10]=1[NH:30][C:31](=[O:42])[O:32][CH2:33][C:34]1[CH:39]=[CH:38][CH:37]=[CH:36][C:35]=1[O:40][CH3:41].[CH2:43](I)[CH3:44]. Product: [Cl:8][C:9]1[CH:14]=[C:13]([O:15][C:16]2[C:25]3[C:20](=[CH:21][C:22]([O:28][CH3:29])=[C:23]([O:26][CH3:27])[CH:24]=3)[N:19]=[CH:18][N:17]=2)[CH:12]=[CH:11][C:10]=1[N:30]([CH2:43][CH3:44])[C:31](=[O:42])[O:32][CH2:33][C:34]1[CH:39]=[CH:38][CH:37]=[CH:36][C:35]=1[O:40][CH3:41]. The catalyst class is: 6. (5) Reactant: [Cl:1][C:2]1[CH:3]=[C:4]([C@@H:8]([OH:21])[CH2:9][NH:10][C@H:11]([CH3:20])[CH2:12][C:13]2[CH:18]=[CH:17][C:16]([I:19])=[CH:15][CH:14]=2)[CH:5]=[CH:6][CH:7]=1.[C:22](O[C:22]([O:24][C:25]([CH3:28])([CH3:27])[CH3:26])=[O:23])([O:24][C:25]([CH3:28])([CH3:27])[CH3:26])=[O:23].[OH-].[Na+]. Product: [Cl:1][C:2]1[CH:3]=[C:4]([C@@H:8]([OH:21])[CH2:9][N:10]([C@H:11]([CH3:20])[CH2:12][C:13]2[CH:14]=[CH:15][C:16]([I:19])=[CH:17][CH:18]=2)[C:22](=[O:23])[O:24][C:25]([CH3:28])([CH3:27])[CH3:26])[CH:5]=[CH:6][CH:7]=1. The catalyst class is: 253. (6) The catalyst class is: 11. Product: [CH3:1][O:2][C:3]1[CH:4]=[C:5]2[C:10](=[CH:11][CH:12]=1)[NH:9][C@@H:8]([CH3:13])[CH2:7][NH:6]2. Reactant: [CH3:1][O:2][C:3]1[CH:4]=[C:5]2[C:10](=[CH:11][CH:12]=1)[N:9]=[C:8]([CH3:13])[CH:7]=[N:6]2.